The task is: Predict which catalyst facilitates the given reaction.. This data is from Catalyst prediction with 721,799 reactions and 888 catalyst types from USPTO. (1) Reactant: [C:1]([O:5][C:6](=[O:27])[NH:7][C:8]1([C:23](=[N:25][OH:26])[NH2:24])[CH2:13][CH2:12][CH:11]([CH2:14][O:15][Si:16]([C:19]([CH3:22])([CH3:21])[CH3:20])([CH3:18])[CH3:17])[CH2:10][CH2:9]1)([CH3:4])([CH3:3])[CH3:2].[C:28]([C:34]([O:36][CH3:37])=[O:35])#[C:29][C:30]([O:32][CH3:33])=[O:31]. Product: [NH2:24][C:23](=[N:25][O:26][C:29](=[CH:28][C:34]([O:36][CH3:37])=[O:35])[C:30]([O:32][CH3:33])=[O:31])[C:8]1([NH:7][C:6]([O:5][C:1]([CH3:2])([CH3:3])[CH3:4])=[O:27])[CH2:9][CH2:10][CH:11]([CH2:14][O:15][Si:16]([C:19]([CH3:20])([CH3:21])[CH3:22])([CH3:17])[CH3:18])[CH2:12][CH2:13]1. The catalyst class is: 5. (2) Reactant: C(N(CC)CC)C.Cl.[N:9]1([CH2:14][C:15]2[CH:16]=[C:17]([CH:32]=[C:33]([Cl:35])[CH:34]=2)/[CH:18]=[CH:19]/[C:20]2[CH:25]=[CH:24][C:23]([N:26]3[CH2:31][CH2:30][NH:29][CH2:28][CH2:27]3)=[CH:22][CH:21]=2)[CH:13]=[CH:12][N:11]=[CH:10]1.[CH:36]1([C:39](Cl)=[O:40])[CH2:38][CH2:37]1. Product: [N:9]1([CH2:14][C:15]2[CH:16]=[C:17]([CH:32]=[C:33]([Cl:35])[CH:34]=2)/[CH:18]=[CH:19]/[C:20]2[CH:25]=[CH:24][C:23]([N:26]3[CH2:27][CH2:28][N:29]([C:39]([CH:36]4[CH2:38][CH2:37]4)=[O:40])[CH2:30][CH2:31]3)=[CH:22][CH:21]=2)[CH:13]=[CH:12][N:11]=[CH:10]1. The catalyst class is: 4. (3) Reactant: [F:1][C:2]1[CH:7]=[CH:6][C:5]([CH:8]2[CH2:12][CH2:11][CH2:10][C:9]2=[O:13])=[CH:4][CH:3]=1.[C:14](Cl)([N:16]=[C:17]=[O:18])=[O:15]. Product: [F:1][C:2]1[CH:3]=[CH:4][C:5]([CH:8]2[C:9]3[O:13][C:17](=[O:18])[NH:16][C:14](=[O:15])[C:10]=3[CH2:11][CH2:12]2)=[CH:6][CH:7]=1. The catalyst class is: 13. (4) Reactant: [F:1][C:2]([F:24])([F:23])[C:3]1[CH:8]=[CH:7][C:6]([C:9]2[CH:14]=[CH:13][C:12]([CH:15]([OH:22])[CH2:16][CH2:17][CH2:18][CH2:19][CH2:20][CH3:21])=[CH:11][CH:10]=2)=[CH:5][CH:4]=1.[CH2:25]([O:27][C:28](=[O:42])[CH2:29][CH2:30][NH:31][C:32](=[O:41])[C:33]1[CH:38]=[CH:37][C:36](O)=[C:35]([F:40])[CH:34]=1)[CH3:26].C(P(CCCC)CCCC)CCC.C(OCC)(=O)C. Product: [CH2:25]([O:27][C:28](=[O:42])[CH2:29][CH2:30][NH:31][C:32](=[O:41])[C:33]1[CH:38]=[CH:37][C:36]([O:22][CH:15]([C:12]2[CH:13]=[CH:14][C:9]([C:6]3[CH:5]=[CH:4][C:3]([C:2]([F:23])([F:24])[F:1])=[CH:8][CH:7]=3)=[CH:10][CH:11]=2)[CH2:16][CH2:17][CH2:18][CH2:19][CH2:20][CH3:21])=[C:35]([F:40])[CH:34]=1)[CH3:26]. The catalyst class is: 11. (5) Reactant: Cl[C:2]1[NH:7][C:6]2=[C:8]([CH:11]3[CH2:15][CH2:14][CH2:13][CH2:12]3)[O:9][N:10]=[C:5]2[C:4](=[O:16])[N:3]=1.[NH2:17][CH:18]([C:22]1[CH:27]=[CH:26][CH:25]=[C:24]([Cl:28])[CH:23]=1)[CH2:19][CH2:20][OH:21].CCN(C(C)C)C(C)C. Product: [Cl:28][C:24]1[CH:23]=[C:22]([CH:18]([NH:17][C:2]2[NH:3][C:4](=[O:16])[C:5]3[C:6](=[C:8]([CH:11]4[CH2:15][CH2:14][CH2:13][CH2:12]4)[O:9][N:10]=3)[N:7]=2)[CH2:19][CH2:20][OH:21])[CH:27]=[CH:26][CH:25]=1. The catalyst class is: 51. (6) Reactant: [CH:1]1([CH2:7][C@H:8]([NH:12][C:13](=[O:19])[O:14][C:15]([CH3:18])([CH3:17])[CH3:16])[C@H:9]2[CH2:11][O:10]2)[CH2:6][CH2:5][CH2:4][CH2:3][CH2:2]1.[CH3:20][O:21][C:22]1[CH:23]=[C:24]([CH:27]=[C:28]([O:30][CH3:31])[CH:29]=1)[CH2:25][NH2:26]. Product: [CH:1]1([CH2:7][C@H:8]([NH:12][C:13](=[O:19])[O:14][C:15]([CH3:18])([CH3:17])[CH3:16])[C@H:9]([OH:10])[CH2:11][NH:26][CH2:25][C:24]2[CH:27]=[C:28]([O:30][CH3:31])[CH:29]=[C:22]([O:21][CH3:20])[CH:23]=2)[CH2:6][CH2:5][CH2:4][CH2:3][CH2:2]1. The catalyst class is: 23. (7) Reactant: [CH3:1][O:2][C:3]([C:5]1N=C2C(C(F)(F)F)=CC(Br)=CN2[C:18]=1CC(OC)=O)=[O:4].[C:24]1([C:30]2[N:35]=[N:34][C:33]([NH2:36])=[C:32]([C:37]([F:40])([F:39])[F:38])[CH:31]=2)[CH:29]=[CH:28][CH:27]=[CH:26][CH:25]=1.BrCC(=O)C(OC)=O. Product: [CH3:1][O:2][C:3]([C:5]1[N:36]=[C:33]2[C:32]([C:37]([F:39])([F:40])[F:38])=[CH:31][C:30]([C:24]3[CH:25]=[CH:26][CH:27]=[CH:28][CH:29]=3)=[N:35][N:34]2[CH:18]=1)=[O:4]. The catalyst class is: 3. (8) Reactant: [CH3:1][N:2]1[CH2:7][CH2:6][N:5]([CH2:8][C:9]2[CH:27]=[CH:26][C:12]([C:13]([NH:15][C:16]3[CH:17]=[CH:18][C:19]([CH3:25])=[C:20]([CH:24]=3)[C:21](O)=[O:22])=[O:14])=[CH:11][CH:10]=2)[CH2:4][CH2:3]1.[NH2:28][C:29]1[CH:30]=[C:31]2[CH:37]=[C:36]([C:38]([O:40][CH3:41])=[O:39])[NH:35][C:32]2=[N:33][CH:34]=1.C(N(CC)CC)C.OC1C2N=NNC=2C=CC=1.C(=O)(O)O.CN(C)CCCN=C=NCC. Product: [CH3:1][N:2]1[CH2:3][CH2:4][N:5]([CH2:8][C:9]2[CH:27]=[CH:26][C:12]([C:13]([NH:15][C:16]3[CH:17]=[CH:18][C:19]([CH3:25])=[C:20]([CH:24]=3)[C:21]([NH:28][C:29]3[CH:30]=[C:31]4[CH:37]=[C:36]([C:38]([O:40][CH3:41])=[O:39])[NH:35][C:32]4=[N:33][CH:34]=3)=[O:22])=[O:14])=[CH:11][CH:10]=2)[CH2:6][CH2:7]1. The catalyst class is: 4. (9) Reactant: [H-].[Na+].[CH2:3]([C:5]1[CH:10]=[CH:9][C:8]([OH:11])=[C:7]([O:12][CH3:13])[CH:6]=1)[CH3:4].[F:14][C:15]1[CH:20]=[CH:19][CH:18]=[C:17](F)[N:16]=1. Product: [CH2:3]([C:5]1[CH:10]=[CH:9][C:8]([O:11][C:17]2[CH:18]=[CH:19][CH:20]=[C:15]([F:14])[N:16]=2)=[C:7]([O:12][CH3:13])[CH:6]=1)[CH3:4]. The catalyst class is: 16.